Predict the reactants needed to synthesize the given product. From a dataset of Full USPTO retrosynthesis dataset with 1.9M reactions from patents (1976-2016). (1) The reactants are: [NH:1]1[C:9]2[C:4](=[CH:5][C:6]([C:10]#[N:11])=[CH:7][CH:8]=2)[CH:3]=[CH:2]1.[CH3:12][C:13]([O:16][C:17](O[C:17]([O:16][C:13]([CH3:15])([CH3:14])[CH3:12])=[O:18])=[O:18])([CH3:15])[CH3:14]. Given the product [C:10]([C:6]1[CH:5]=[C:4]2[C:9](=[CH:8][CH:7]=1)[N:1]([C:17]([O:16][C:13]([CH3:15])([CH3:14])[CH3:12])=[O:18])[CH:2]=[CH:3]2)#[N:11], predict the reactants needed to synthesize it. (2) Given the product [CH3:15][CH:14]([N:17]=[C:20](/[N:10]=[C:9](/[NH:8][C:5]1[CH:4]=[CH:3][C:2]([Cl:1])=[CH:7][CH:6]=1)\[NH2:11])[NH2:21])[CH3:16].[ClH:18], predict the reactants needed to synthesize it. The reactants are: [Cl:1][C:2]1[CH:7]=[CH:6][C:5]([N:8](C#N)[C:9]([NH2:11])=[NH:10])=[CH:4][CH:3]=1.[CH:14]([NH2:17])([CH3:16])[CH3:15].[ClH:18].C(N(CC(O)=O)CC(O)=O)[CH2:20][N:21](CC(O)=O)CC(O)=O. (3) Given the product [OH:37][CH2:36][C@@H:18]([NH:17][CH2:16][C@H:15]([OH:38])[CH2:14][O:13][C:12]1[CH:39]=[CH:40][C:9]([OH:8])=[CH:10][CH:11]=1)[CH2:19][C:20]1[CH:21]=[CH:22][C:23]([NH:26][C:27]([NH:29][C:30]2[CH:35]=[CH:34][CH:33]=[CH:32][CH:31]=2)=[O:28])=[CH:24][CH:25]=1, predict the reactants needed to synthesize it. The reactants are: C([O:8][C:9]1[CH:40]=[CH:39][C:12]([O:13][CH2:14][C@@H:15]([OH:38])[CH2:16][NH:17][C@H:18]([CH2:36][OH:37])[CH2:19][C:20]2[CH:25]=[CH:24][C:23]([NH:26][C:27]([NH:29][C:30]3[CH:35]=[CH:34][CH:33]=[CH:32][CH:31]=3)=[O:28])=[CH:22][CH:21]=2)=[CH:11][CH:10]=1)C1C=CC=CC=1. (4) Given the product [OH-:11].[NH4+:6].[Cl:1][C:2]1[C:3]([CH2:4][C:5]2[N:6]=[CH:7][NH:8][CH:9]=2)=[CH:16][C:17]([Cl:26])=[CH:18][C:19]=1[NH:20][S:21]([CH2:24][CH3:25])(=[O:22])=[O:23], predict the reactants needed to synthesize it. The reactants are: [Cl:1][C:2]1[C:19]([NH:20][S:21]([CH2:24][CH3:25])(=[O:23])=[O:22])=[CH:18][C:17]([Cl:26])=[CH:16][C:3]=1[CH2:4][C:5]1[N:6]=[CH:7][N:8](S(N(C)C)(=O)=[O:11])[CH:9]=1.Cl. (5) Given the product [N:1]1[C:9]([C:10]([OH:12])=[O:11])=[C:8]2[C:4]([N:5]=[CH:6][NH:7]2)=[N:3][CH:2]=1, predict the reactants needed to synthesize it. The reactants are: [N:1]1[C:9]([C:10]([O:12]CCCC)=[O:11])=[C:8]2[C:4]([N:5]=[CH:6][NH:7]2)=[N:3][CH:2]=1.[OH-].[Li+]. (6) Given the product [F:19][C:20]1[CH:21]=[CH:22][C:23]([C@@H:26]2[CH2:28][C@H:27]2[C:29]([N:9]2[CH2:8][C@H:7]([C:1]3[CH:2]=[CH:3][CH:4]=[CH:5][CH:6]=3)[NH:12][C:11](=[O:13])[C@@H:10]2[C:14]2[S:15][CH:16]=[CH:17][CH:18]=2)=[O:30])=[CH:24][CH:25]=1, predict the reactants needed to synthesize it. The reactants are: [C:1]1([C@@H:7]2[NH:12][C:11](=[O:13])[C@H:10]([C:14]3[S:15][CH:16]=[CH:17][CH:18]=3)[NH:9][CH2:8]2)[CH:6]=[CH:5][CH:4]=[CH:3][CH:2]=1.[F:19][C:20]1[CH:25]=[CH:24][C:23]([C@@H:26]2[CH2:28][C@H:27]2[C:29](O)=[O:30])=[CH:22][CH:21]=1.C([C@@H]1N(C(=O)/C=C/C2C=CC=CC=2)C[C@H](CC(C)C)NC1=O)C(C)C. (7) Given the product [C:32]([C:35]1[S:36][C:37]([C:9]2[C:10]3[O:14][CH2:13][CH:12]([C:15]4[CH:20]=[CH:19][C:18]([CH:21]([CH3:22])[CH3:23])=[CH:17][CH:16]=4)[C:11]=3[C:24]([CH3:25])=[C:7]([NH:6][C:4](=[O:5])[CH2:3][C:2]([CH3:1])([CH3:30])[CH3:31])[C:8]=2[CH3:29])=[CH:38][CH:39]=1)(=[O:34])[CH3:33], predict the reactants needed to synthesize it. The reactants are: [CH3:1][C:2]([CH3:31])([CH3:30])[CH2:3][C:4]([NH:6][C:7]1[C:8]([CH3:29])=[C:9](B(O)O)[C:10]2[O:14][CH2:13][CH:12]([C:15]3[CH:20]=[CH:19][C:18]([CH:21]([CH3:23])[CH3:22])=[CH:17][CH:16]=3)[C:11]=2[C:24]=1[CH3:25])=[O:5].[C:32]([C:35]1[S:36][C:37](Br)=[CH:38][CH:39]=1)(=[O:34])[CH3:33]. (8) Given the product [ClH:14].[F:1][C:2]1[CH:7]=[CH:6][CH:5]=[CH:4][C:3]=1[CH:8]1[CH2:13][CH2:12][CH2:11][NH:10][CH2:9]1, predict the reactants needed to synthesize it. The reactants are: [F:1][C:2]1[CH:7]=[CH:6][CH:5]=[CH:4][C:3]=1[C:8]1[CH:9]=[N:10][CH:11]=[CH:12][CH:13]=1.[ClH:14].